From a dataset of Reaction yield outcomes from USPTO patents with 853,638 reactions. Predict the reaction yield, written as a fraction of the theoretical maximum amount of product (1.0 means a 100% yield; for example, 0.34 means a 34% yield). (1) The reactants are [CH2:1]([O:3][C:4]1[CH:12]=[C:11]([CH2:13][C:14]2[C:15]([NH2:21])=[N:16][C:17]([NH2:20])=[N:18][CH:19]=2)[CH:10]=[C:9]2[C:5]=1[CH:6]=[CH:7][N:8]2COCC[Si](C)(C)C)[CH3:2].CC([O-])(C)C.[K+].C(OC1C=C(C=O)C=C2C=1C=CN2COCC[Si](C)(C)C)C.N(CCC#N)C1C=CC=CC=1.Cl.NC(N)=N. The catalyst is C(O)(C)(C)C.CS(C)=O.C(O)C.O. The product is [CH2:1]([O:3][C:4]1[CH:12]=[C:11]([CH2:13][C:14]2[C:15]([NH2:21])=[N:16][C:17]([NH2:20])=[N:18][CH:19]=2)[CH:10]=[C:9]2[C:5]=1[CH:6]=[CH:7][NH:8]2)[CH3:2]. The yield is 0.620. (2) The reactants are Br[CH2:2][C:3]1[C:8]([Cl:9])=[CH:7][CH:6]=[CH:5][C:4]=1[N:10]1[CH2:15][CH2:14][N:13]([CH2:16][CH3:17])[CH2:12][CH2:11]1.[CH3:18][C:19]1[N:24]=[C:23]([SH:25])[N:22]=[C:21]([OH:26])[CH:20]=1.C(N(CC)CC)C. The catalyst is C(O)C. The product is [Cl:9][C:8]1[CH:7]=[CH:6][CH:5]=[C:4]([N:10]2[CH2:15][CH2:14][N:13]([CH2:16][CH3:17])[CH2:12][CH2:11]2)[C:3]=1[CH2:2][S:25][C:23]1[N:22]=[C:21]([OH:26])[CH:20]=[C:19]([CH3:18])[N:24]=1. The yield is 0.0500.